The task is: Predict the reactants needed to synthesize the given product.. This data is from Full USPTO retrosynthesis dataset with 1.9M reactions from patents (1976-2016). (1) Given the product [CH:1]1[C:10]2[C:5](=[CH:6][CH:7]=[CH:8][CH:9]=2)[CH:4]=[CH:3][C:2]=1[C:11]([NH2:21])=[O:13], predict the reactants needed to synthesize it. The reactants are: [CH:1]1[C:10]2[C:5](=[CH:6][CH:7]=[CH:8][CH:9]=2)[CH:4]=[CH:3][C:2]=1[C:11]([OH:13])=O.C(Cl)(=O)C(Cl)=O.C[N:21](C=O)C. (2) Given the product [CH3:1][N:2]([CH3:12])[C:3]1[N:8]=[CH:7][C:6]([NH2:9])=[N:5][CH:4]=1, predict the reactants needed to synthesize it. The reactants are: [CH3:1][N:2]([CH3:12])[C:3]1[CH:4]=[N:5][C:6]([N+:9]([O-])=O)=[CH:7][N:8]=1.[H][H].